This data is from Reaction yield outcomes from USPTO patents with 853,638 reactions. The task is: Predict the reaction yield, written as a fraction of the theoretical maximum amount of product (1.0 means a 100% yield; for example, 0.34 means a 34% yield). The reactants are [N+:1]([C:4]1[CH:9]=[CH:8][C:7]([NH2:10])=[CH:6][CH:5]=1)([O-:3])=[O:2].[Br:11]Br. The catalyst is CC(O)=O. The product is [Br:11][C:8]1[CH:9]=[C:4]([N+:1]([O-:3])=[O:2])[CH:5]=[CH:6][C:7]=1[NH2:10]. The yield is 0.720.